From a dataset of Forward reaction prediction with 1.9M reactions from USPTO patents (1976-2016). Predict the product of the given reaction. (1) Given the reactants [CH3:1][O:2][C:3](=[O:21])[C:4]1[CH:9]=[CH:8][C:7]([C:10]2[N:11]=[C:12]3[N:17]=[C:16]([NH:18][CH3:19])[CH:15]=[CH:14][N:13]3[CH:20]=2)=[CH:6][CH:5]=1.[C:22](O[C:22]([O:24][C:25]([CH3:28])([CH3:27])[CH3:26])=[O:23])([O:24][C:25]([CH3:28])([CH3:27])[CH3:26])=[O:23], predict the reaction product. The product is: [CH3:1][O:2][C:3](=[O:21])[C:4]1[CH:9]=[CH:8][C:7]([C:10]2[N:11]=[C:12]3[N:17]=[C:16]([N:18]([C:22]([O:24][C:25]([CH3:28])([CH3:27])[CH3:26])=[O:23])[CH3:19])[CH:15]=[CH:14][N:13]3[CH:20]=2)=[CH:6][CH:5]=1. (2) Given the reactants [NH2:1][C:2]1[C:3]([NH:9][CH2:10][CH3:11])=[CH:4][C:5]([Cl:8])=[N:6][CH:7]=1.[CH:12](O)=O, predict the reaction product. The product is: [Cl:8][C:5]1[N:6]=[CH:7][C:2]2[N:1]=[CH:12][N:9]([CH2:10][CH3:11])[C:3]=2[CH:4]=1.